Dataset: Reaction yield outcomes from USPTO patents with 853,638 reactions. Task: Predict the reaction yield, written as a fraction of the theoretical maximum amount of product (1.0 means a 100% yield; for example, 0.34 means a 34% yield). The reactants are [CH2:1]([N:3]1[CH:7]=[C:6]([NH2:8])[CH:5]=[N:4]1)[CH3:2].Br[C:10]1[C:11](=[O:18])[N:12]([CH3:17])[CH:13]=[C:14]([Br:16])[N:15]=1.C([O-])(=O)C. The catalyst is C(O)(C)C. The product is [Br:16][C:14]1[N:15]=[C:10]([NH:8][C:6]2[CH:5]=[N:4][N:3]([CH2:1][CH3:2])[CH:7]=2)[C:11](=[O:18])[N:12]([CH3:17])[CH:13]=1. The yield is 0.600.